This data is from Catalyst prediction with 721,799 reactions and 888 catalyst types from USPTO. The task is: Predict which catalyst facilitates the given reaction. (1) Reactant: C1(P(C2C=CC=CC=2)C2C=CC=CC=2)C=CC=CC=1.BrN1C(=O)CCC1=O.[CH:28]1([CH2:33][C@H:34]([C:38]2[CH:43]=[CH:42][C:41]([Cl:44])=[C:40]([Cl:45])[CH:39]=2)[C:35]([OH:37])=O)[CH2:32][CH2:31][CH2:30][CH2:29]1.[NH2:46][C:47]1[S:48][C:49]2[CH:55]=[CH:54][CH:53]=[CH:52][C:50]=2[N:51]=1.N1C=CC=CC=1. Product: [S:48]1[C:49]2[CH:55]=[CH:54][CH:53]=[CH:52][C:50]=2[N:51]=[C:47]1[NH:46][C:35](=[O:37])[C@@H:34]([C:38]1[CH:43]=[CH:42][C:41]([Cl:44])=[C:40]([Cl:45])[CH:39]=1)[CH2:33][CH:28]1[CH2:29][CH2:30][CH2:31][CH2:32]1. The catalyst class is: 34. (2) Reactant: [C:1]([O:6][CH2:7][CH3:8])(=[O:5])[CH:2]([CH3:4])[CH3:3].C[Si]([N-][Si](C)(C)C)(C)C.[Li+].Cl.Cl[CH2:21][C:22]#[C:23][CH2:24][N:25]1[CH2:30][CH2:29][O:28][CH2:27][CH2:26]1. Product: [CH3:3][C:2]([CH3:4])([CH2:21][C:22]#[C:23][CH2:24][N:25]1[CH2:30][CH2:29][O:28][CH2:27][CH2:26]1)[C:1]([O:6][CH2:7][CH3:8])=[O:5]. The catalyst class is: 1. (3) Reactant: [CH2:1]([CH:3]([CH2:38][CH2:39][CH2:40][CH3:41])[CH2:4][N:5]1[C:17]2[CH:16]=[CH:15][C:14]([C:18]([C:20]3[C:25]([CH3:26])=[CH:24][C:23]([CH3:27])=[CH:22][C:21]=3[CH3:28])=[O:19])=[CH:13][C:12]=2[C:11]2[C:6]1=[CH:7][CH:8]=[C:9]([C:29](=O)[C:30]1[CH:35]=[CH:34][CH:33]=[CH:32][C:31]=1[CH3:36])[CH:10]=2)[CH3:2].[Cl-].[OH:43][NH3+:44].O. Product: [CH2:1]([CH:3]([CH2:38][CH2:39][CH2:40][CH3:41])[CH2:4][N:5]1[C:17]2[CH:16]=[CH:15][C:14]([C:18]([C:20]3[C:21]([CH3:28])=[CH:22][C:23]([CH3:27])=[CH:24][C:25]=3[CH3:26])=[O:19])=[CH:13][C:12]=2[C:11]2[C:6]1=[CH:7][CH:8]=[C:9]([C:29](=[N:44][OH:43])[C:30]1[CH:35]=[CH:34][CH:33]=[CH:32][C:31]=1[CH3:36])[CH:10]=2)[CH3:2]. The catalyst class is: 17. (4) Reactant: C([Sn](CCCC)(CCCC)[C:6]1[S:7][CH:8]=[CH:9][N:10]=1)CCC.I[C:20]1[CH:21]=[C:22]([NH2:26])[CH:23]=[N:24][CH:25]=1. Product: [S:7]1[CH:8]=[CH:9][N:10]=[C:6]1[C:20]1[CH:21]=[C:22]([NH2:26])[CH:23]=[N:24][CH:25]=1. The catalyst class is: 109. (5) Reactant: [H-].C([Al+]CC(C)C)C(C)C.[CH3:11][C:12]1[C:24]([O:25][CH3:26])=[CH:23][C:22]([O:27][CH3:28])=[CH:21][C:13]=1[C:14](N(CC)CC)=[O:15].O. Product: [CH3:11][C:12]1[C:24]([O:25][CH3:26])=[CH:23][C:22]([O:27][CH3:28])=[CH:21][C:13]=1[CH:14]=[O:15]. The catalyst class is: 7. (6) Reactant: [Cl:1][C:2]1[CH:3]=[N:4][C:5]([N:8]2[CH2:13][CH2:12][CH:11]([CH2:14][CH2:15][CH2:16][O:17][C:18]3[CH:26]=[C:25]([CH3:27])[C:21]([C:22](O)=[O:23])=[C:20]([CH3:28])[CH:19]=3)[CH2:10][CH2:9]2)=[N:6][CH:7]=1.[C:29]([O:33][C:34](=[O:41])[NH:35][CH2:36][CH:37]([OH:40])[CH2:38][NH2:39])([CH3:32])([CH3:31])[CH3:30].C1C=CC2N(O)N=NC=2C=1.CCN(C(C)C)C(C)C.CCN=C=NCCCN(C)C. Product: [C:29]([O:33][C:34](=[O:41])[NH:35][CH2:36][CH:37]([OH:40])[CH2:38][NH:39][C:22](=[O:23])[C:21]1[C:20]([CH3:28])=[CH:19][C:18]([O:17][CH2:16][CH2:15][CH2:14][CH:11]2[CH2:10][CH2:9][N:8]([C:5]3[N:4]=[CH:3][C:2]([Cl:1])=[CH:7][N:6]=3)[CH2:13][CH2:12]2)=[CH:26][C:25]=1[CH3:27])([CH3:32])([CH3:30])[CH3:31]. The catalyst class is: 3. (7) Reactant: [CH3:1][C:2]1[CH:3]=[CH:4][C:5]([N+:11]([O-:13])=[O:12])=[C:6]([CH:10]=1)[C:7]([OH:9])=[O:8].[CH3:14]O. Product: [CH3:14][O:8][C:7](=[O:9])[C:6]1[CH:10]=[C:2]([CH3:1])[CH:3]=[CH:4][C:5]=1[N+:11]([O-:13])=[O:12]. The catalyst class is: 65.